Dataset: Kir2.1 potassium channel HTS with 301,493 compounds. Task: Binary Classification. Given a drug SMILES string, predict its activity (active/inactive) in a high-throughput screening assay against a specified biological target. (1) The result is 0 (inactive). The compound is S(=O)(=O)(n1nc(nc1SC)c1ccccc1)CC. (2) The molecule is O1C(CN(C2CC(=O)N(C2=O)c2ccc(NC(=O)C)cc2)CC1C)C. The result is 0 (inactive). (3) The drug is Fc1ccc(OCCN2CC(OC(C2)C)C)cc1. The result is 0 (inactive). (4) The drug is s1c(Nc2c(c(ccc2)C)C)nnc1SCC(=O)NCc1sccc1. The result is 0 (inactive). (5) The drug is Brc1ccc(C2=NN(C(C2)c2c(O)cccc2)C(=O)c2ccc(cc2)C)cc1. The result is 0 (inactive). (6) The drug is O1CCN(CCCN2C(\C(C(=O)C2=O)=C(/O)c2cc3OCCOc3cc2)c2ccc(cc2)C(OC)=O)CC1. The result is 0 (inactive). (7) The drug is s1c2nc(nc(NCc3occc3)c2c(c1C(OCC)=O)C)CC(OC)=O. The result is 0 (inactive). (8) The molecule is s1c(C(=O)N2CCN(CC2)c2ccc(OC)cc2)c(n2c1nc(c2)c1ccc(F)cc1)C. The result is 0 (inactive). (9) The compound is S=C(NC(C)(C)C)Nc1c([N+]([O-])=O)cc(cc1)C. The result is 0 (inactive). (10) The compound is S(=O)(=O)(N(CC)CC)c1cc2c(n(cc(C(=O)N3CCN(CC3)c3ncccc3)c2=O)C)cc1. The result is 0 (inactive).